Task: Regression. Given a peptide amino acid sequence and an MHC pseudo amino acid sequence, predict their binding affinity value. This is MHC class II binding data.. Dataset: Peptide-MHC class II binding affinity with 134,281 pairs from IEDB The peptide sequence is GELQIVDKIDAAKKI. The MHC is DRB1_1501 with pseudo-sequence DRB1_1501. The binding affinity (normalized) is 0.427.